Dataset: Forward reaction prediction with 1.9M reactions from USPTO patents (1976-2016). Task: Predict the product of the given reaction. (1) Given the reactants [C:1]1([C:7]2[N:11]=[C:10]([N:12]3[CH2:17][CH2:16][NH:15][CH2:14][CH2:13]3)[S:9][N:8]=2)[CH:6]=[CH:5][CH:4]=[CH:3][CH:2]=1.C(N(CC)CC)C.[CH3:25][O:26][C:27](=[O:37])[C:28]1[CH:33]=[CH:32][CH:31]=[C:30]([N:34]=[C:35]=[O:36])[CH:29]=1, predict the reaction product. The product is: [C:1]1([C:7]2[N:11]=[C:10]([N:12]3[CH2:17][CH2:16][N:15]([C:35]([NH:34][C:30]4[CH:29]=[C:28]([CH:33]=[CH:32][CH:31]=4)[C:27]([O:26][CH3:25])=[O:37])=[O:36])[CH2:14][CH2:13]3)[S:9][N:8]=2)[CH:2]=[CH:3][CH:4]=[CH:5][CH:6]=1. (2) Given the reactants [CH2:1]([C@H:8]([NH:24][C:25](=[O:35])[C:26]1[CH:27]=[C:28]([CH:32]=[CH:33][CH:34]=1)[C:29]([OH:31])=O)[C@H:9]([OH:23])[CH2:10][NH:11][CH2:12][C:13]1[CH:18]=[CH:17][CH:16]=[C:15]([C:19]([F:22])([F:21])[F:20])[CH:14]=1)[C:2]1[CH:7]=[CH:6][CH:5]=[CH:4][CH:3]=1.CN(C(ON1N=NC2C=CC=CC1=2)=[N+](C)C)C.[B-](F)(F)(F)F.[C:58]1([CH3:69])[CH:63]=[CH:62][C:61]([CH:64]2[CH2:68][CH2:67][CH2:66][NH:65]2)=[CH:60][CH:59]=1.CCN(C(C)C)C(C)C, predict the reaction product. The product is: [CH2:1]([C@H:8]([NH:24][C:25](=[O:35])[C:26]1[CH:34]=[CH:33][CH:32]=[C:28]([C:29]([N:65]2[CH2:66][CH2:67][CH2:68][CH:64]2[C:61]2[CH:62]=[CH:63][C:58]([CH3:69])=[CH:59][CH:60]=2)=[O:31])[CH:27]=1)[C@H:9]([OH:23])[CH2:10][NH:11][CH2:12][C:13]1[CH:18]=[CH:17][CH:16]=[C:15]([C:19]([F:21])([F:22])[F:20])[CH:14]=1)[C:2]1[CH:3]=[CH:4][CH:5]=[CH:6][CH:7]=1. (3) Given the reactants [C:1]([OH:20])(=O)[CH2:2][CH2:3][CH2:4][CH2:5][CH2:6][CH2:7][CH2:8]/[CH:9]=[CH:10]\[CH2:11]/[CH:12]=[CH:13]\[CH2:14][CH2:15][CH2:16][CH2:17][CH3:18].[C:21](Cl)(=O)C(Cl)=O.CN(C=O)C.[CH2:32]([Mg]Br)[CH2:33][CH2:34][CH2:35][CH2:36][CH2:37][CH2:38][CH2:39]/[CH:40]=[CH:41]\[CH2:42]/[CH:43]=[CH:44]\[CH2:45][CH2:46][CH2:47][CH2:48]C, predict the reaction product. The product is: [CH3:32][CH2:33][CH2:34][CH2:35][CH2:36]/[CH:37]=[CH:38]\[CH2:39]/[CH:40]=[CH:41]\[CH2:42][CH2:43][CH2:44][CH2:45][CH2:46][CH2:47][CH2:48][C:1](=[O:20])[CH2:2][CH2:3][CH2:4][CH2:5][CH2:6][CH2:7][CH2:8][CH2:9]/[CH:10]=[CH:11]\[CH2:12]/[CH:13]=[CH:14]\[CH2:15][CH2:16][CH2:17][CH2:18][CH3:21]. (4) Given the reactants [NH2:1][C:2]1[CH:7]=[C:6]([O:8][C:9]2[CH:14]=[CH:13][C:12]([NH:15][C:16]([C:18]3[C:19](=[O:31])[N:20]([C:25]4[CH:30]=[CH:29][CH:28]=[CH:27][CH:26]=4)[N:21]([CH3:24])[C:22]=3[CH3:23])=[O:17])=[CH:11][C:10]=2[F:32])[CH:5]=[CH:4][N:3]=1.CCN(CC)CC.[CH:40]1([C:43](Cl)=[O:44])[CH2:42][CH2:41]1.C([O-])([O-])=O.[Na+].[Na+], predict the reaction product. The product is: [CH:40]1([C:43]([NH:1][C:2]2[CH:7]=[C:6]([O:8][C:9]3[CH:14]=[CH:13][C:12]([NH:15][C:16]([C:18]4[C:19](=[O:31])[N:20]([C:25]5[CH:26]=[CH:27][CH:28]=[CH:29][CH:30]=5)[N:21]([CH3:24])[C:22]=4[CH3:23])=[O:17])=[CH:11][C:10]=3[F:32])[CH:5]=[CH:4][N:3]=2)=[O:44])[CH2:42][CH2:41]1. (5) Given the reactants [N:1]1([CH2:7][C:8]2[CH:13]=[CH:12][C:11]([NH:14][C:15]([C:17]3[C:21]([NH2:22])=[CH:20][NH:19][N:18]=3)=[O:16])=[CH:10][CH:9]=2)[CH2:6][CH2:5][O:4][CH2:3][CH2:2]1.Cl[C:24]1[C:25]2[S:32][CH:31]=[CH:30][C:26]=2[N:27]=[CH:28][N:29]=1, predict the reaction product. The product is: [N:27]1[C:26]2[CH:30]=[CH:31][S:32][C:25]=2[C:24]([NH:22][C:21]2[C:17]([C:15]([NH:14][C:11]3[CH:12]=[CH:13][C:8]([CH2:7][N:1]4[CH2:6][CH2:5][O:4][CH2:3][CH2:2]4)=[CH:9][CH:10]=3)=[O:16])=[N:18][NH:19][CH:20]=2)=[N:29][CH:28]=1. (6) Given the reactants [F:1][CH:2]([F:9])[C:3](=[O:8])[CH2:4][C:5](=O)[CH3:6].O.[NH2:11][NH2:12], predict the reaction product. The product is: [F:1][CH:2]([F:9])[C:3]1([OH:8])[NH:12][N:11]=[C:5]([CH3:6])[CH2:4]1.